This data is from Experimentally validated miRNA-target interactions with 360,000+ pairs, plus equal number of negative samples. The task is: Binary Classification. Given a miRNA mature sequence and a target amino acid sequence, predict their likelihood of interaction. (1) The miRNA is hsa-miR-4682 with sequence UCUGAGUUCCUGGAGCCUGGUCU. The protein sequence of the target gene is MVCARHQPGGLCLLLLLLCQFMEDRSAQAGNCWLRQAKNGRCQVLYKTELSKEECCSTGRLSTSWTEEDVNDNTLFKWMIFNGGAPNCIPCKETCENVDCGPGKKCRMNKKNKPRCVCAPDCSNITWKGPVCGLDGKTYRNECALLKARCKEQPELEVQYQGKCKKTCRDVFCPGSSTCVVDQTNNAYCVTCNRICPEPSSSEQYLCGNDGVTYSSACHLRKATCLLGRSIGLAYEGKCIKAKSCEDIQCGGGKKCLWDSKVGRGRCSLCDELCPDSKSDEPVCASDNATYASECAMKEA.... Result: 0 (no interaction). (2) Result: 1 (interaction). The miRNA is hsa-miR-4668-3p with sequence GAAAAUCCUUUUUGUUUUUCCAG. The protein sequence of the target gene is MESAIAEGGASRFSASSGGGGSRGAPQHYPKTAGNSEFLGKTPGQNAQKWIPARSTRRDDNSAANNSANEKERHDAIFRKVRGILNKLTPEKFDKLCLELLNVGVESKLILKGVILLIVDKALEEPKYSSLYAQLCLRLAEDAPNFDGPAAEGQPGQKQSTTFRRLLISKLQDEFENRTRNVDVYDKRENPLLPEEEEQRAIAKIKMLGNIKFIGELGKLDLIHESILHKCIKTLLEKKKRVQLKDMGEDLECLCQIMRTVGPRLDHERAKSLMDQYFARMCSLMLSKELPARIRFLLQD.... (3) The miRNA is hsa-miR-4786-5p with sequence UGAGACCAGGACUGGAUGCACC. The protein sequence of the target gene is MPEGAQGLSLSKPSPSLGCGRRGEVCDCGTVCETRTAPAAPTMASPRGSGSSTSLSTVGSEGDPAPGPTPACSASRPEPLPGPPIRLHLSPVGIPGSARPSRLERVAREIVETERAYVRDLRSIVEDYLGPLLDGGVLGLSVEQVGTLFANIEDIYEFSSELLEDLENSSSAGGIAECFVQRSEDFDIYTLYCMNYPSSLALLRELSLSPPAALWLQERQAQLRHSLPLQSFLLKPVQRILKYHLLLQELGKHWAEGPGTGGREMVEEAIVSMTAVAWYINDMKRKQEHAARLQEVQRRL.... Result: 1 (interaction). (4) The miRNA is hsa-miR-449b-5p with sequence AGGCAGUGUAUUGUUAGCUGGC. The protein sequence of the target gene is MLLRISVLFLLLGSCGALFGKRQKCEQITIPLCKGIGYNMTSFPNSYGHEKQEEAGLEVHQFYPLVEVGCFQHLKFFLCTMYTPICQENYDKPILPCMELCVEARSKCSPIMAKYGFRWPETLSCEALPKMSDQMSTGNICAAPPDTPKKQHKGHHHKNQNQNQNQNHNYSPDGPEVGISKIDNEVIAGPSECQCTCNQPFQFVASEKSKVGNVTNCAYSCHSPALAESHSLVSNWMAFWSITCCVLASFTFLTFLIETDRFQYPERPIFMLAFCQLMVAVGFMIRYFVGHEEIACDSMR.... Result: 0 (no interaction).